This data is from Forward reaction prediction with 1.9M reactions from USPTO patents (1976-2016). The task is: Predict the product of the given reaction. (1) The product is: [CH2:32]([NH:31][C:20]([C:3]1[S:4][C:5]2=[N:6][C:7]([NH2:19])=[C:8]([C:17]#[N:18])[C:9]([C:11]3[CH:16]=[CH:15][CH:14]=[CH:13][CH:12]=3)=[C:10]2[C:2]=1[NH2:1])=[O:21])[CH3:33]. Given the reactants [NH2:1][C:2]1[C:10]2[C:5](=[N:6][C:7]([NH2:19])=[C:8]([C:17]#[N:18])[C:9]=2[C:11]2[CH:16]=[CH:15][CH:14]=[CH:13][CH:12]=2)[S:4][C:3]=1[C:20](O)=[O:21].CN(C(O[N:31]1N=N[C:33]2C=CC=N[C:32]1=2)=[N+](C)C)C.F[P-](F)(F)(F)(F)F.C(N)C.CCN(C(C)C)C(C)C, predict the reaction product. (2) Given the reactants [C:1]([CH:4]1[CH2:8][CH2:7][N:6]([C:9]([O:11][C:12]([CH3:15])([CH3:14])[CH3:13])=[O:10])[CH2:5]1)(=[O:3])[CH3:2].[CH3:16][N:17]([CH:19](OC)OC)[CH3:18], predict the reaction product. The product is: [CH3:16][N:17]([CH3:19])/[CH:18]=[CH:2]/[C:1]([CH:4]1[CH2:8][CH2:7][N:6]([C:9]([O:11][C:12]([CH3:15])([CH3:14])[CH3:13])=[O:10])[CH2:5]1)=[O:3]. (3) The product is: [Cl:18][C:12]1[CH:11]=[C:10]([C:7]2[CH:8]=[CH:9][N:5]([C@H:3]([CH3:4])[CH2:2][NH:1][C:25]([C:23]3[N:22]=[CH:21][N:20]([CH3:19])[CH:24]=3)=[O:26])[N:6]=2)[CH:17]=[CH:16][C:13]=1[C:14]#[N:15]. Given the reactants [NH2:1][CH2:2][C@H:3]([N:5]1[CH:9]=[CH:8][C:7]([C:10]2[CH:17]=[CH:16][C:13]([C:14]#[N:15])=[C:12]([Cl:18])[CH:11]=2)=[N:6]1)[CH3:4].[CH3:19][N:20]1[CH:24]=[C:23]([C:25](O)=[O:26])[N:22]=[CH:21]1, predict the reaction product. (4) Given the reactants C1C=CC2N(O)N=NC=2C=1.C(Cl)CCl.[Cl:15][C:16]1[CH:21]=[CH:20][C:19]([C:22]2[N:23]=[C:24]([C:27]([OH:29])=O)[S:25][CH:26]=2)=[CH:18][CH:17]=1.Cl.[CH3:31][NH:32][O:33][CH3:34].C(N(CC)CC)C, predict the reaction product. The product is: [Cl:15][C:16]1[CH:21]=[CH:20][C:19]([C:22]2[N:23]=[C:24]([C:27]([N:32]([O:33][CH3:34])[CH3:31])=[O:29])[S:25][CH:26]=2)=[CH:18][CH:17]=1.